Dataset: NCI-60 drug combinations with 297,098 pairs across 59 cell lines. Task: Regression. Given two drug SMILES strings and cell line genomic features, predict the synergy score measuring deviation from expected non-interaction effect. (1) Drug 1: C1CCN(CC1)CCOC2=CC=C(C=C2)C(=O)C3=C(SC4=C3C=CC(=C4)O)C5=CC=C(C=C5)O. Drug 2: C1CN(CCN1C(=O)CCBr)C(=O)CCBr. Cell line: UACC-257. Synergy scores: CSS=2.81, Synergy_ZIP=-1.77, Synergy_Bliss=-2.35, Synergy_Loewe=-1.83, Synergy_HSA=-2.74. (2) Drug 1: CCC1=CC2CC(C3=C(CN(C2)C1)C4=CC=CC=C4N3)(C5=C(C=C6C(=C5)C78CCN9C7C(C=CC9)(C(C(C8N6C)(C(=O)OC)O)OC(=O)C)CC)OC)C(=O)OC.C(C(C(=O)O)O)(C(=O)O)O. Drug 2: C1C(C(OC1N2C=C(C(=O)NC2=O)F)CO)O. Cell line: UO-31. Synergy scores: CSS=22.3, Synergy_ZIP=-5.27, Synergy_Bliss=-8.18, Synergy_Loewe=-6.32, Synergy_HSA=-4.61. (3) Drug 1: C1=C(C(=O)NC(=O)N1)N(CCCl)CCCl. Drug 2: CCCCC(=O)OCC(=O)C1(CC(C2=C(C1)C(=C3C(=C2O)C(=O)C4=C(C3=O)C=CC=C4OC)O)OC5CC(C(C(O5)C)O)NC(=O)C(F)(F)F)O. Cell line: RXF 393. Synergy scores: CSS=12.9, Synergy_ZIP=-6.18, Synergy_Bliss=-5.72, Synergy_Loewe=-4.02, Synergy_HSA=-3.92.